From a dataset of Forward reaction prediction with 1.9M reactions from USPTO patents (1976-2016). Predict the product of the given reaction. (1) Given the reactants Br[CH2:2][C:3]1[C:4]2[C:9]([CH:10]=[C:11]3[C:16]=1[CH:15]=[CH:14][CH:13]=[CH:12]3)=[CH:8][CH:7]=[CH:6][CH:5]=2.[N-:17]=[N+:18]=[N-:19].[Na+], predict the reaction product. The product is: [N:17]([CH2:2][C:3]1[C:4]2[C:9]([CH:10]=[C:11]3[C:16]=1[CH:15]=[CH:14][CH:13]=[CH:12]3)=[CH:8][CH:7]=[CH:6][CH:5]=2)=[N+:18]=[N-:19]. (2) Given the reactants [CH2:1]([S:3](Cl)(=[O:5])=[O:4])[CH3:2].Cl.[Cl:8][C:9]1[CH:14]=[CH:13][CH:12]=[CH:11][C:10]=1[CH:15]([NH2:20])[CH2:16][N+:17]([O-:19])=[O:18], predict the reaction product. The product is: [Cl:8][C:9]1[CH:14]=[CH:13][CH:12]=[CH:11][C:10]=1[CH:15]([NH:20][S:3]([CH2:1][CH3:2])(=[O:5])=[O:4])[CH2:16][N+:17]([O-:19])=[O:18]. (3) Given the reactants [NH2:1][C@@H:2]([CH3:17])[C@@H:3]([C:5]1[CH:6]=[CH:7][C:8]([OH:16])=[C:9]([NH:11][S:12]([CH3:15])(=[O:14])=[O:13])[CH:10]=1)[OH:4].[Cl:18][C:19]1[CH:20]=[C:21]([CH:24]=[C:25]([Cl:27])[CH:26]=1)[CH:22]=O.O, predict the reaction product. The product is: [Cl:18][C:19]1[CH:20]=[C:21]([CH:24]=[C:25]([Cl:27])[CH:26]=1)[CH2:22][NH:1][C@@H:2]([CH3:17])[C@@H:3]([C:5]1[CH:6]=[CH:7][C:8]([OH:16])=[C:9]([NH:11][S:12]([CH3:15])(=[O:14])=[O:13])[CH:10]=1)[OH:4]. (4) Given the reactants [N:1]1([CH:14]2[CH2:19][CH2:18][CH2:17][NH:16][CH2:15]2)[C:12]2=[C:13]3[C:8](=[CH:9][CH:10]=[CH:11]2)[CH:7]=[N:6][CH:5]=[C:4]3[CH2:3][CH2:2]1.Br[C:21]1[CH:26]=[CH:25][CH:24]=[CH:23][CH:22]=1.CC(C)([O-])C.[Na+], predict the reaction product. The product is: [C:21]1([N:16]2[CH2:17][CH2:18][CH2:19][CH:14]([N:1]3[C:12]4=[C:13]5[C:8](=[CH:9][CH:10]=[CH:11]4)[CH:7]=[N:6][CH:5]=[C:4]5[CH2:3][CH2:2]3)[CH2:15]2)[CH:26]=[CH:25][CH:24]=[CH:23][CH:22]=1. (5) Given the reactants C[O:2][C:3]1[CH:16]=[C:15]2[C:6]([C:7]3([CH3:19])[C:12]([CH2:13][CH2:14]2)=[C:11]([CH3:17])[C:10](=[O:18])[CH2:9][CH2:8]3)=[CH:5][CH:4]=1.B(Br)(Br)Br, predict the reaction product. The product is: [OH:2][C:3]1[CH:16]=[C:15]2[C:6]([C:7]3([CH3:19])[C:12]([CH2:13][CH2:14]2)=[C:11]([CH3:17])[C:10](=[O:18])[CH2:9][CH2:8]3)=[CH:5][CH:4]=1.